The task is: Predict the reaction yield, written as a fraction of the theoretical maximum amount of product (1.0 means a 100% yield; for example, 0.34 means a 34% yield).. This data is from Reaction yield outcomes from USPTO patents with 853,638 reactions. The reactants are [Br:1][C:2]1[CH:3]=[C:4]2[C:9](=[CH:10][CH:11]=1)[CH:8]=[C:7]([C:12](N(OC)C)=[O:13])[CH:6]=[CH:5]2.[CH3:18][Mg]Br.Cl. The catalyst is O1CCCC1. The product is [Br:1][C:2]1[CH:3]=[C:4]2[C:9](=[CH:10][CH:11]=1)[CH:8]=[C:7]([C:12](=[O:13])[CH3:18])[CH:6]=[CH:5]2. The yield is 0.990.